From a dataset of Forward reaction prediction with 1.9M reactions from USPTO patents (1976-2016). Predict the product of the given reaction. (1) The product is: [C:1]([C:5]1[CH:10]=[CH:9][CH:8]=[CH:7][C:6]=1[N:11]1[CH2:12][CH2:13][CH2:14][CH2:15]1)([CH3:4])([CH3:2])[CH3:3]. Given the reactants [C:1]([C:5]1[CH:10]=[CH:9][CH:8]=[CH:7][C:6]=1[N:11]1[C:15](=O)[CH2:14][CH2:13][C:12]1=O)([CH3:4])([CH3:3])[CH3:2].C1(C)C=CC=CC=1, predict the reaction product. (2) The product is: [CH:18]1([C:15]2[N:16]=[CH:17][C:12]([C:10]([NH:9][C@@H:4]([C:5]([CH3:8])([CH3:7])[CH3:6])[C:3]([OH:26])=[O:2])=[O:11])=[N:13][C:14]=2[O:21][CH2:22][CH:23]2[CH2:24][CH2:25]2)[CH2:20][CH2:19]1. Given the reactants C[O:2][C:3](=[O:26])[C@@H:4]([NH:9][C:10]([C:12]1[CH:17]=[N:16][C:15]([CH:18]2[CH2:20][CH2:19]2)=[C:14]([O:21][CH2:22][CH:23]2[CH2:25][CH2:24]2)[N:13]=1)=[O:11])[C:5]([CH3:8])([CH3:7])[CH3:6].[OH-].[Li+].Cl, predict the reaction product. (3) Given the reactants [CH2:1]([NH:3][C:4](=[O:19])[CH:5]([C:7]1[CH:12]=[CH:11][C:10]([CH:13]2[CH2:18][CH2:17][NH:16][CH2:15][CH2:14]2)=[CH:9][CH:8]=1)[CH3:6])[CH3:2].Br[C:21]1[CH:26]=[CH:25][C:24]([O:27][CH2:28][CH:29]2[CH2:31][CH2:30]2)=[CH:23][C:22]=1[O:32][CH3:33].C(=O)([O-])[O-].[K+].[K+].N1CCC[C@H]1C(O)=O, predict the reaction product. The product is: [CH:29]1([CH2:28][O:27][C:24]2[CH:25]=[CH:26][C:21]([N:16]3[CH2:17][CH2:18][CH:13]([C:10]4[CH:11]=[CH:12][C:7]([CH:5]([CH3:6])[C:4]([NH:3][CH2:1][CH3:2])=[O:19])=[CH:8][CH:9]=4)[CH2:14][CH2:15]3)=[C:22]([O:32][CH3:33])[CH:23]=2)[CH2:30][CH2:31]1. (4) Given the reactants C(OC([NH:8]/[C:9](/[NH:18][C:19]1[CH:24]=[CH:23][C:22]([N:25]2[CH2:33][CH2:32][CH2:31][C@@H:26]2[C:27]([NH:29][CH3:30])=[O:28])=[CH:21][CH:20]=1)=[N:10]/C(OC(C)(C)C)=O)=O)(C)(C)C.C(O)(C(F)(F)F)=O.[OH-].[K+], predict the reaction product. The product is: [CH3:30][NH:29][C:27]([C@H:26]1[CH2:31][CH2:32][CH2:33][N:25]1[C:22]1[CH:23]=[CH:24][C:19]([NH:18][C:9]([NH2:10])=[NH:8])=[CH:20][CH:21]=1)=[O:28].